Task: Predict the product of the given reaction.. Dataset: Forward reaction prediction with 1.9M reactions from USPTO patents (1976-2016) (1) Given the reactants [Br:1][C:2]1[CH:11]=[CH:10][C:5]([C:6]([O:8][CH3:9])=[O:7])=[C:4]([NH:12][CH2:13][CH2:14][CH2:15][Cl:16])[C:3]=1[NH:17][C:18](=S)[NH:19][C:20]1[CH:25]=[CH:24][C:23]([Cl:26])=[CH:22][C:21]=1[Cl:27].Cl.C(N=C=NCCCN(C)C)C.C(N(CC)CC)C, predict the reaction product. The product is: [Br:1][C:2]1[C:3]2[N:17]=[C:18]([NH:19][C:20]3[CH:25]=[CH:24][C:23]([Cl:26])=[CH:22][C:21]=3[Cl:27])[N:12]([CH2:13][CH2:14][CH2:15][Cl:16])[C:4]=2[C:5]([C:6]([O:8][CH3:9])=[O:7])=[CH:10][CH:11]=1. (2) Given the reactants Cl[C:2]1[N:7]=[C:6]([C:8]2[CH:13]=[CH:12][C:11]([Cl:14])=[CH:10][CH:9]=2)[CH:5]=[C:4]([C:15]([F:18])([F:17])[F:16])[N:3]=1.[NH:19]1[CH:23]=[C:22]([C:24]2[CH:25]=[N:26][CH:27]=[CH:28][CH:29]=2)[N:21]=[CH:20]1, predict the reaction product. The product is: [Cl:14][C:11]1[CH:12]=[CH:13][C:8]([C:6]2[CH:5]=[C:4]([C:15]([F:18])([F:17])[F:16])[N:3]=[C:2]([N:19]3[CH:23]=[C:22]([C:24]4[CH:25]=[N:26][CH:27]=[CH:28][CH:29]=4)[N:21]=[CH:20]3)[N:7]=2)=[CH:9][CH:10]=1. (3) Given the reactants C([O:4][C@H:5]([C:47]1[CH:52]=[CH:51][C:50]([F:53])=[CH:49][CH:48]=1)[CH2:6][CH2:7][C@H:8]1[C:11](=[O:12])[N:10]([C:13]2[CH:18]=[CH:17][C:16]([CH2:19][CH2:20][CH2:21][N:22]3[CH:26]=[N:25][CH:24]=[N:23]3)=[CH:15][CH:14]=2)[C@@H:9]1[C:27]1[CH:32]=[CH:31][C:30]([CH2:33][CH2:34][C:35]([CH2:42][O:43]C(=O)C)([OH:41])[CH2:36][O:37]C(=O)C)=[CH:29][CH:28]=1)(=O)C, predict the reaction product. The product is: [OH:41][C:35]([CH2:42][OH:43])([CH2:36][OH:37])[CH2:34][CH2:33][C:30]1[CH:31]=[CH:32][C:27]([C@H:9]2[N:10]([C:13]3[CH:14]=[CH:15][C:16]([CH2:19][CH2:20][CH2:21][N:22]4[CH:26]=[N:25][CH:24]=[N:23]4)=[CH:17][CH:18]=3)[C:11](=[O:12])[C@@H:8]2[CH2:7][CH2:6][C@@H:5]([C:47]2[CH:52]=[CH:51][C:50]([F:53])=[CH:49][CH:48]=2)[OH:4])=[CH:28][CH:29]=1. (4) The product is: [N:28]([C:19]([C:17]1[CH:16]=[CH:15][C:14]([CH3:23])=[C:13]([C:9]2[N:8]=[C:7]3[N:6]([CH3:24])[C:5](=[O:25])[N:4]([CH2:3][C:2]([CH3:1])([CH3:26])[CH3:27])[C:12]3=[CH:11][CH:10]=2)[CH:18]=1)([CH3:20])[CH3:21])=[N+:29]=[N-:30]. Given the reactants [CH3:1][C:2]([CH3:27])([CH3:26])[CH2:3][N:4]1[C:12]2[C:7](=[N:8][C:9]([C:13]3[CH:18]=[C:17]([C:19](O)([CH3:21])[CH3:20])[CH:16]=[CH:15][C:14]=3[CH3:23])=[CH:10][CH:11]=2)[N:6]([CH3:24])[C:5]1=[O:25].[N-:28]=[N+:29]=[N-:30].[Na+].FC(F)(F)C(O)=O, predict the reaction product. (5) Given the reactants Cl[C:2]1[C:7]([Cl:8])=[CH:6][C:5]([Cl:9])=[CH:4][N:3]=1.[C:10]([N:17]1[CH2:22][CH2:21][NH:20][CH2:19][CH2:18]1)([O:12][C:13]([CH3:16])([CH3:15])[CH3:14])=[O:11].C(=O)([O-])[O-].[K+].[K+].CN(C)C=O, predict the reaction product. The product is: [C:13]([O:12][C:10]([N:17]1[CH2:22][CH2:21][N:20]([C:2]2[C:7]([Cl:8])=[CH:6][C:5]([Cl:9])=[CH:4][N:3]=2)[CH2:19][CH2:18]1)=[O:11])([CH3:16])([CH3:14])[CH3:15].